Dataset: Reaction yield outcomes from USPTO patents with 853,638 reactions. Task: Predict the reaction yield, written as a fraction of the theoretical maximum amount of product (1.0 means a 100% yield; for example, 0.34 means a 34% yield). The reactants are [F:1][C:2]1[CH:3]=[C:4]([OH:8])[CH:5]=[CH:6][CH:7]=1.Br[C:10]([CH3:17])([CH3:16])[C:11]([O:13][CH2:14][CH3:15])=[O:12].C([O-])([O-])=O.[K+].[K+].O. The catalyst is CC(C)=O. The product is [F:1][C:2]1[CH:3]=[C:4]([CH:5]=[CH:6][CH:7]=1)[O:8][C:10]([CH3:17])([CH3:16])[C:11]([O:13][CH2:14][CH3:15])=[O:12]. The yield is 0.470.